This data is from Forward reaction prediction with 1.9M reactions from USPTO patents (1976-2016). The task is: Predict the product of the given reaction. (1) Given the reactants [C:1](Cl)(=[O:3])[CH3:2].N1C=CC=CC=1.[Cl:11][C:12]1[CH:13]=[CH:14][C:15]2[N:21]([CH2:22][C:23]([CH3:27])([CH3:26])[CH2:24][OH:25])[C:20](=[O:28])[C@@H:19]([CH2:29][C:30]([NH:32][C:33]3[CH:34]=[C:35]([CH2:40][CH2:41][C:42]([OH:44])=[O:43])[CH:36]=[CH:37][C:38]=3[F:39])=[O:31])[O:18][C@H:17]([C:45]3[CH:50]=[CH:49][CH:48]=[C:47]([O:51][CH3:52])[C:46]=3[O:53][CH3:54])[C:16]=2[CH:55]=1.O, predict the reaction product. The product is: [C:1]([O:25][CH2:24][C:23]([CH3:27])([CH3:26])[CH2:22][N:21]1[C:15]2[CH:14]=[CH:13][C:12]([Cl:11])=[CH:55][C:16]=2[C@@H:17]([C:45]2[CH:50]=[CH:49][CH:48]=[C:47]([O:51][CH3:52])[C:46]=2[O:53][CH3:54])[O:18][C@H:19]([CH2:29][C:30]([NH:32][C:33]2[CH:34]=[C:35]([CH2:40][CH2:41][C:42]([OH:44])=[O:43])[CH:36]=[CH:37][C:38]=2[F:39])=[O:31])[C:20]1=[O:28])(=[O:3])[CH3:2]. (2) Given the reactants C[O:2][C:3](=[O:22])[CH:4]([C:6]1[CH:15]=[CH:14][C:13]2[C:8](=[CH:9][CH:10]=[C:11]([O:16][CH2:17][C:18]([O:20]C)=[O:19])[CH:12]=2)[CH:7]=1)[CH3:5].Cl, predict the reaction product. The product is: [C:18]([CH2:17][O:16][C:11]1[CH:12]=[C:13]2[C:8](=[CH:9][CH:10]=1)[CH:7]=[C:6]([CH:4]([CH3:5])[C:3]([OH:22])=[O:2])[CH:15]=[CH:14]2)([OH:20])=[O:19]. (3) Given the reactants ClC1C=CC=C(C(OO)=[O:9])C=1.ClCCl.[CH:15]([C:19]1[C:20]([Cl:31])=[N:21][C:22]([S:29][CH3:30])=[N:23][C:24]=1[C:25]([F:28])([F:27])[F:26])([CH2:17][CH3:18])[CH3:16].[OH2:32], predict the reaction product. The product is: [CH:15]([C:19]1[C:20]([Cl:31])=[N:21][C:22]([S:29]([CH3:30])(=[O:9])=[O:32])=[N:23][C:24]=1[C:25]([F:26])([F:28])[F:27])([CH2:17][CH3:18])[CH3:16]. (4) Given the reactants [F-].C([N+](CCCC)(CCCC)CCCC)CCC.[CH3:19][O:20][C:21](=[O:61])[CH2:22][C:23]1[CH:28]=[CH:27][C:26]([C:29]2[CH:34]=[CH:33][C:32]([C:35]([CH2:58][CH3:59])([C:38]3[CH:43]=[CH:42][C:41]([C:44]#[C:45][C:46]4([O:52][Si](C)(C)C)[CH2:51][CH2:50][O:49][CH2:48][CH2:47]4)=[C:40]([CH3:57])[CH:39]=3)[CH2:36][CH3:37])=[CH:31][C:30]=2[CH3:60])=[CH:25][CH:24]=1, predict the reaction product. The product is: [CH3:19][O:20][C:21](=[O:61])[CH2:22][C:23]1[CH:24]=[CH:25][C:26]([C:29]2[CH:34]=[CH:33][C:32]([C:35]([CH2:36][CH3:37])([C:38]3[CH:43]=[CH:42][C:41]([C:44]#[C:45][C:46]4([OH:52])[CH2:51][CH2:50][O:49][CH2:48][CH2:47]4)=[C:40]([CH3:57])[CH:39]=3)[CH2:58][CH3:59])=[CH:31][C:30]=2[CH3:60])=[CH:27][CH:28]=1. (5) Given the reactants Br[C:2]1[CH:7]=[CH:6][C:5]([CH2:8][O:9][CH2:10][CH2:11][C:12]2[CH:13]=[C:14]([NH:18][S:19]([C:22]([F:25])([F:24])[F:23])(=[O:21])=[O:20])[CH:15]=[CH:16][CH:17]=2)=[C:4]([Cl:26])[CH:3]=1.[Cl:27][C:28]1[CH:33]=[CH:32][C:31](B(O)O)=[CH:30][CH:29]=1, predict the reaction product. The product is: [Cl:26][C:4]1[CH:3]=[C:2]([C:31]2[CH:32]=[CH:33][C:28]([Cl:27])=[CH:29][CH:30]=2)[CH:7]=[CH:6][C:5]=1[CH2:8][O:9][CH2:10][CH2:11][C:12]1[CH:13]=[C:14]([NH:18][S:19]([C:22]([F:25])([F:24])[F:23])(=[O:21])=[O:20])[CH:15]=[CH:16][CH:17]=1. (6) Given the reactants Br[C:2]1[CH:3]=[C:4]([NH:10][S:11]([C:14]2[CH:19]=[CH:18][C:17]([OH:20])=[C:16]([CH3:21])[CH:15]=2)(=[O:13])=[O:12])[C:5]([O:8][CH3:9])=[N:6][CH:7]=1.[B:22]1([B:22]2[O:26][C:25]([CH3:28])([CH3:27])[C:24]([CH3:30])([CH3:29])[O:23]2)[O:26][C:25]([CH3:28])([CH3:27])[C:24]([CH3:30])([CH3:29])[O:23]1.C([O-])(=O)C.[K+], predict the reaction product. The product is: [OH:20][C:17]1[CH:18]=[CH:19][C:14]([S:11]([NH:10][C:4]2[C:5]([O:8][CH3:9])=[N:6][CH:7]=[C:2]([B:22]3[O:26][C:25]([CH3:28])([CH3:27])[C:24]([CH3:30])([CH3:29])[O:23]3)[CH:3]=2)(=[O:13])=[O:12])=[CH:15][C:16]=1[CH3:21]. (7) Given the reactants [Cl:1][C:2]1[C:10]2[O:9][CH:8](/[CH:11]=[CH:12]/[C:13]([OH:15])=O)[CH2:7][C:6]=2[C:5]([C:16]2[CH:21]=[CH:20][C:19]([C:22]([N:24]3[CH2:27][CH:26]([F:28])[CH2:25]3)=[O:23])=[CH:18][CH:17]=2)=[CH:4][CH:3]=1.[NH2:29][CH2:30][C:31]1[CH:32]=[CH:33][C:34]([NH:37][C:38](=[O:44])[O:39][C:40]([CH3:43])([CH3:42])[CH3:41])=[N:35][CH:36]=1.CCN=C=NCCCN(C)C.C1C=CC2N(O)N=NC=2C=1.CCN(C(C)C)C(C)C, predict the reaction product. The product is: [Cl:1][C:2]1[C:10]2[O:9][CH:8](/[CH:11]=[CH:12]/[C:13]([NH:29][CH2:30][C:31]3[CH:32]=[CH:33][C:34]([NH:37][C:38](=[O:44])[O:39][C:40]([CH3:42])([CH3:41])[CH3:43])=[N:35][CH:36]=3)=[O:15])[CH2:7][C:6]=2[C:5]([C:16]2[CH:21]=[CH:20][C:19]([C:22]([N:24]3[CH2:27][CH:26]([F:28])[CH2:25]3)=[O:23])=[CH:18][CH:17]=2)=[CH:4][CH:3]=1. (8) Given the reactants Cl[C:2]1[N:7]=[CH:6][N:5]=[C:4]([NH:8][C:9]2[CH:14]=[CH:13][CH:12]=[C:11]([CH2:15][S:16]([CH3:19])(=[O:18])=[O:17])[CH:10]=2)[N:3]=1.[F:20][C:21]1[CH:22]=[CH:23][C:24]([O:30][CH2:31][CH:32]2[CH2:37][CH2:36][O:35][CH2:34][CH2:33]2)=[C:25](B(O)O)[CH:26]=1, predict the reaction product. The product is: [F:20][C:21]1[CH:22]=[CH:23][C:24]([O:30][CH2:31][CH:32]2[CH2:33][CH2:34][O:35][CH2:36][CH2:37]2)=[C:25]([C:2]2[N:7]=[CH:6][N:5]=[C:4]([NH:8][C:9]3[CH:14]=[CH:13][CH:12]=[C:11]([CH2:15][S:16]([CH3:19])(=[O:18])=[O:17])[CH:10]=3)[N:3]=2)[CH:26]=1. (9) Given the reactants [CH2:1]([CH:4]1[CH:30]=[C:29]([CH3:31])[CH2:28][CH:27]([CH3:32])[CH2:26][CH:25]([O:33][CH3:34])[CH:24]2[O:35][C:20]([OH:39])([CH:21]([CH3:38])[CH2:22][CH:23]2[O:36][CH3:37])[C:19](=[O:40])[C:18](=[O:41])[N:17]2[CH:12]([CH2:13][CH2:14][CH2:15][CH2:16]2)[C:11](=[O:42])[O:10][CH:9]([C:43]([CH3:61])=[CH:44][CH:45]2[CH2:50][CH2:49][CH:48]([O:51][Si:52]([C:55]([CH3:58])([CH3:57])[CH3:56])([CH3:54])[CH3:53])[CH:47]([O:59][CH3:60])[CH2:46]2)[CH:8]([CH3:62])[CH:7]([OH:63])[CH2:6][C:5]1=[O:64])[CH:2]=[CH2:3].[C:65](OC(=O)C)(=[O:67])[CH3:66], predict the reaction product. The product is: [C:65]([O:63][CH:7]1[CH2:6][C:5](=[O:64])[CH:4]([CH2:1][CH:2]=[CH2:3])[CH:30]=[C:29]([CH3:31])[CH2:28][CH:27]([CH3:32])[CH2:26][CH:25]([O:33][CH3:34])[CH:24]2[O:35][C:20]([OH:39])([CH:21]([CH3:38])[CH2:22][CH:23]2[O:36][CH3:37])[C:19](=[O:40])[C:18](=[O:41])[N:17]2[CH:12]([CH2:13][CH2:14][CH2:15][CH2:16]2)[C:11](=[O:42])[O:10][CH:9]([C:43]([CH3:61])=[CH:44][CH:45]2[CH2:50][CH2:49][CH:48]([O:51][Si:52]([C:55]([CH3:58])([CH3:57])[CH3:56])([CH3:53])[CH3:54])[CH:47]([O:59][CH3:60])[CH2:46]2)[CH:8]1[CH3:62])(=[O:67])[CH3:66]. (10) Given the reactants [NH2:1][C:2]1[N:6]([C:7]2[CH:12]=[CH:11][CH:10]=[CH:9][CH:8]=2)[NH:5][C:4](=[O:13])[C:3]=1[CH3:14].C([O-])([O-])=O.[K+].[K+].Br[CH2:22][CH3:23].CCOC(C)=O, predict the reaction product. The product is: [CH2:22]([O:13][C:4]1[C:3]([CH3:14])=[C:2]([NH2:1])[N:6]([C:7]2[CH:12]=[CH:11][CH:10]=[CH:9][CH:8]=2)[N:5]=1)[CH3:23].